This data is from Reaction yield outcomes from USPTO patents with 853,638 reactions. The task is: Predict the reaction yield, written as a fraction of the theoretical maximum amount of product (1.0 means a 100% yield; for example, 0.34 means a 34% yield). (1) The reactants are [CH:1]([C:3]1[CH:4]=[CH:5][C:6]([O:11][C:12]2[CH:17]=[CH:16][C:15]([CH3:18])=[CH:14][C:13]=2[O:19]C)=[C:7]([CH:10]=1)[C:8]#[N:9])=[O:2].B(Br)(Br)Br. The catalyst is C(Cl)Cl. The product is [CH:1]([C:3]1[CH:4]=[CH:5][C:6]([O:11][C:12]2[CH:17]=[CH:16][C:15]([CH3:18])=[CH:14][C:13]=2[OH:19])=[C:7]([CH:10]=1)[C:8]#[N:9])=[O:2]. The yield is 0.500. (2) The reactants are [C:1]([NH:4][C:5]1[N:10]=[CH:9][C:8]([NH:11][C:12](=[O:19])OCC(Cl)(Cl)Cl)=[CH:7][CH:6]=1)(=[O:3])[CH3:2].[C:20]1([C:26]2[N:30]=[C:29]([N:31]3[CH2:36][CH2:35][NH:34][CH2:33][CH2:32]3)[S:28][N:27]=2)[CH:25]=[CH:24][CH:23]=[CH:22][CH:21]=1.C(N(C(C)C)CC)(C)C.O. The catalyst is CS(C)=O. The product is [C:1]([NH:4][C:5]1[N:10]=[CH:9][C:8]([NH:11][C:12]([N:34]2[CH2:35][CH2:36][N:31]([C:29]3[S:28][N:27]=[C:26]([C:20]4[CH:25]=[CH:24][CH:23]=[CH:22][CH:21]=4)[N:30]=3)[CH2:32][CH2:33]2)=[O:19])=[CH:7][CH:6]=1)(=[O:3])[CH3:2]. The yield is 0.475. (3) The reactants are C1(P(C2CCCCC2)C2C=CC=CC=2C2C(OC)=CC=CC=2OC)CCCCC1.P([O-])([O-])([O-])=O.[K+].[K+].[K+].[CH3:38][O:39][C:40](=[O:49])[CH2:41][C:42]1[CH:43]=[N:44][CH:45]=[C:46](Br)[CH:47]=1.[CH2:50]([C:52]([C:71]1[CH:76]=[CH:75][C:74](/[CH:77]=[CH:78]/[C:79]([C:85]([F:88])([F:87])[F:86])([OH:84])[C:80]([F:83])([F:82])[F:81])=[C:73]([CH3:89])[CH:72]=1)([C:55]1[CH:60]=[CH:59][C:58](B2OC(C)(C)C(C)(C)O2)=[C:57]([CH3:70])[CH:56]=1)[CH2:53][CH3:54])[CH3:51]. The catalyst is O.C1(C)C=CC=CC=1.C([O-])(=O)C.[Pd+2].C([O-])(=O)C. The product is [CH3:38][O:39][C:40](=[O:49])[CH2:41][C:42]1[CH:43]=[N:44][CH:45]=[C:46]([C:58]2[CH:59]=[CH:60][C:55]([C:52]([CH2:53][CH3:54])([C:71]3[CH:76]=[CH:75][C:74](/[CH:77]=[CH:78]/[C:79]([OH:84])([C:85]([F:87])([F:88])[F:86])[C:80]([F:83])([F:82])[F:81])=[C:73]([CH3:89])[CH:72]=3)[CH2:50][CH3:51])=[CH:56][C:57]=2[CH3:70])[CH:47]=1. The yield is 0.170. (4) The reactants are [NH2:1][CH:2]1[CH2:7][CH2:6][N:5]([C:8]2[CH:13]=[CH:12][C:11]([C:14]3[NH:23][C:22](=[O:24])[C:21]4[C:16](=[CH:17][C:18]([O:27][CH3:28])=[CH:19][C:20]=4[O:25][CH3:26])[N:15]=3)=[CH:10][CH:9]=2)[CH2:4][CH2:3]1.[CH3:29][N:30]([CH3:34])[C:31](Cl)=[O:32].CCN(CC)CC.[OH-].[Na+]. The catalyst is C1COCC1. The product is [CH3:26][O:25][C:20]1[CH:19]=[C:18]([O:27][CH3:28])[CH:17]=[C:16]2[C:21]=1[C:22](=[O:24])[NH:23][C:14]([C:11]1[CH:12]=[CH:13][C:8]([N:5]3[CH2:4][CH2:3][CH:2]([NH:1][C:31](=[O:32])[N:30]([CH3:34])[CH3:29])[CH2:7][CH2:6]3)=[CH:9][CH:10]=1)=[N:15]2. The yield is 0.510. (5) The reactants are [CH3:1][N:2]1[C:10]2[C:5](=[CH:6][CH:7]=[CH:8][CH:9]=2)[CH2:4][CH2:3]1. The catalyst is C1(C)C=CC=CC=1.O=[Mn]=O. The product is [CH3:1][N:2]1[C:10]2[C:5](=[CH:6][CH:7]=[CH:8][CH:9]=2)[CH:4]=[CH:3]1. The yield is 0.570. (6) The reactants are Cl[C:2]1[CH:7]=[CH:6][N:5]=[C:4]2[CH:8]=[C:9]([I:11])[S:10][C:3]=12.C(=O)([O-])[O-].[Cs+].[Cs+].[Cl:18][C:19]1[N:24]=[CH:23][C:22]([OH:25])=[CH:21][CH:20]=1. The catalyst is CN(C=O)C. The product is [Cl:18][C:19]1[N:24]=[CH:23][C:22]([O:25][C:2]2[CH:7]=[CH:6][N:5]=[C:4]3[CH:8]=[C:9]([I:11])[S:10][C:3]=23)=[CH:21][CH:20]=1. The yield is 0.320.